This data is from Reaction yield outcomes from USPTO patents with 853,638 reactions. The task is: Predict the reaction yield, written as a fraction of the theoretical maximum amount of product (1.0 means a 100% yield; for example, 0.34 means a 34% yield). (1) The reactants are [CH2:1]1[O:9][C:8]2[CH:7]=[CH:6][C:5]([O:10]CC=C)=[CH:4][C:3]=2[O:2]1.Cl[C:15]1[CH:20]=CC=C[C:16]=1Cl. No catalyst specified. The product is [CH2:20]([C:6]1[CH:7]=[C:8]2[O:9][CH2:1][O:2][C:3]2=[CH:4][C:5]=1[OH:10])[CH:15]=[CH2:16]. The yield is 0.920. (2) The reactants are C(Cl)CCl.[C:5]([OH:13])(=O)[CH2:6][CH2:7][CH2:8][CH2:9][CH:10]=[CH2:11].[Cl-].[CH3:15][O:16][NH2+:17][CH3:18]. The catalyst is CN(C1C=CN=CC=1)C.C(Cl)Cl. The product is [CH3:15][O:16][N:17]([CH3:18])[C:5](=[O:13])[CH2:6][CH2:7][CH2:8][CH2:9][CH:10]=[CH2:11]. The yield is 0.970. (3) The reactants are [C:1]1([OH:7])[CH:6]=[CH:5][CH:4]=[CH:3][CH:2]=1.[H-].[Na+].CS(O[CH:15]1[CH2:18][N:17]([CH:19]([C:26]2[CH:31]=[CH:30][CH:29]=[CH:28][CH:27]=2)[C:20]2[CH:25]=[CH:24][CH:23]=[CH:22][CH:21]=2)[CH2:16]1)(=O)=O. The catalyst is C1(C)C=CC=CC=1. The product is [C:20]1([CH:19]([C:26]2[CH:31]=[CH:30][CH:29]=[CH:28][CH:27]=2)[N:17]2[CH2:18][CH:15]([O:7][C:1]3[CH:6]=[CH:5][CH:4]=[CH:3][CH:2]=3)[CH2:16]2)[CH:21]=[CH:22][CH:23]=[CH:24][CH:25]=1. The yield is 0.840. (4) The reactants are [F:1][C:2]1[CH:3]=[C:4]([C:9]([CH3:14])([CH3:13])[C:10]([OH:12])=[O:11])[CH:5]=[C:6]([F:8])[CH:7]=1.C(Cl)(=O)C(Cl)=O.[CH3:21][C:22]([CH3:25])([O-])[CH3:23].[K+]. The catalyst is C(Cl)Cl.CN(C=O)C.CCOCC. The product is [F:1][C:2]1[CH:3]=[C:4]([C:9]([CH3:14])([CH3:13])[C:10]([O:12][C:22]([CH3:25])([CH3:23])[CH3:21])=[O:11])[CH:5]=[C:6]([F:8])[CH:7]=1. The yield is 0.970. (5) The reactants are [Cl:1][C:2]1[CH:3]=[C:4]([NH:9][C:10]([CH:12]2[CH2:17][CH2:16][N:15]([CH2:18][C@@H:19]3[CH2:24][CH2:23][CH2:22][NH:21][CH2:20]3)[CH2:14][CH2:13]2)=[O:11])[CH:5]=[CH:6][C:7]=1[Cl:8].[CH:25](=O)[C:26]1[CH:31]=[CH:30][CH:29]=[CH:28][CH:27]=1.C(O[BH-](OC(=O)C)OC(=O)C)(=O)C.[Na+]. The catalyst is ClCCl. The product is [CH2:25]([N:21]1[CH2:22][CH2:23][CH2:24][C@@H:19]([CH2:18][N:15]2[CH2:14][CH2:13][CH:12]([C:10]([NH:9][C:4]3[CH:5]=[CH:6][C:7]([Cl:8])=[C:2]([Cl:1])[CH:3]=3)=[O:11])[CH2:17][CH2:16]2)[CH2:20]1)[C:26]1[CH:31]=[CH:30][CH:29]=[CH:28][CH:27]=1. The yield is 0.150.